This data is from Forward reaction prediction with 1.9M reactions from USPTO patents (1976-2016). The task is: Predict the product of the given reaction. Given the reactants Cl[CH2:2][CH2:3][S:4](Cl)(=[O:6])=[O:5].[CH3:8][C:9]1[CH:28]=[CH:27][C:12]([O:13][C:14]2[CH:19]=[CH:18][C:17]([C:20]3[C:21]([NH2:26])=[N:22][CH:23]=[CH:24][CH:25]=3)=[CH:16][CH:15]=2)=[CH:11][CH:10]=1.CCOC(C)=O, predict the reaction product. The product is: [CH3:8][C:9]1[CH:10]=[CH:11][C:12]([O:13][C:14]2[CH:19]=[CH:18][C:17]([C:20]3[C:21]4=[N:26][S:4](=[O:6])(=[O:5])[CH2:3][CH2:2][N:22]4[CH:23]=[CH:24][CH:25]=3)=[CH:16][CH:15]=2)=[CH:27][CH:28]=1.